The task is: Regression. Given two drug SMILES strings and cell line genomic features, predict the synergy score measuring deviation from expected non-interaction effect.. This data is from NCI-60 drug combinations with 297,098 pairs across 59 cell lines. (1) Drug 1: CN(C)N=NC1=C(NC=N1)C(=O)N. Drug 2: CC1=C(N=C(N=C1N)C(CC(=O)N)NCC(C(=O)N)N)C(=O)NC(C(C2=CN=CN2)OC3C(C(C(C(O3)CO)O)O)OC4C(C(C(C(O4)CO)O)OC(=O)N)O)C(=O)NC(C)C(C(C)C(=O)NC(C(C)O)C(=O)NCCC5=NC(=CS5)C6=NC(=CS6)C(=O)NCCC[S+](C)C)O. Cell line: ACHN. Synergy scores: CSS=53.6, Synergy_ZIP=-1.99, Synergy_Bliss=-0.573, Synergy_Loewe=-35.4, Synergy_HSA=3.54. (2) Drug 1: C1=CN(C(=O)N=C1N)C2C(C(C(O2)CO)O)O.Cl. Drug 2: C1CN1C2=NC(=NC(=N2)N3CC3)N4CC4. Cell line: SK-OV-3. Synergy scores: CSS=25.6, Synergy_ZIP=-3.92, Synergy_Bliss=1.36, Synergy_Loewe=-3.63, Synergy_HSA=2.54. (3) Drug 1: CN(C(=O)NC(C=O)C(C(C(CO)O)O)O)N=O. Drug 2: CC12CCC3C(C1CCC2OP(=O)(O)O)CCC4=C3C=CC(=C4)OC(=O)N(CCCl)CCCl.[Na+]. Cell line: SK-MEL-28. Synergy scores: CSS=3.12, Synergy_ZIP=-4.49, Synergy_Bliss=-3.24, Synergy_Loewe=-4.33, Synergy_HSA=-1.49. (4) Drug 1: CC12CCC3C(C1CCC2=O)CC(=C)C4=CC(=O)C=CC34C. Drug 2: C(CN)CNCCSP(=O)(O)O. Cell line: UACC-257. Synergy scores: CSS=1.06, Synergy_ZIP=-11.2, Synergy_Bliss=-21.5, Synergy_Loewe=-33.9, Synergy_HSA=-21.6.